Task: Regression. Given two drug SMILES strings and cell line genomic features, predict the synergy score measuring deviation from expected non-interaction effect.. Dataset: NCI-60 drug combinations with 297,098 pairs across 59 cell lines (1) Drug 1: CCC(=C(C1=CC=CC=C1)C2=CC=C(C=C2)OCCN(C)C)C3=CC=CC=C3.C(C(=O)O)C(CC(=O)O)(C(=O)O)O. Drug 2: CN1C(=O)N2C=NC(=C2N=N1)C(=O)N. Cell line: NCI-H522. Synergy scores: CSS=-3.26, Synergy_ZIP=1.63, Synergy_Bliss=0.882, Synergy_Loewe=-4.31, Synergy_HSA=-4.51. (2) Drug 1: C1C(C(OC1N2C=NC3=C(N=C(N=C32)Cl)N)CO)O. Drug 2: CC1CCC2CC(C(=CC=CC=CC(CC(C(=O)C(C(C(=CC(C(=O)CC(OC(=O)C3CCCCN3C(=O)C(=O)C1(O2)O)C(C)CC4CCC(C(C4)OC)O)C)C)O)OC)C)C)C)OC. Cell line: UACC62. Synergy scores: CSS=5.69, Synergy_ZIP=-3.49, Synergy_Bliss=-2.44, Synergy_Loewe=-8.87, Synergy_HSA=-1.61. (3) Drug 1: C(=O)(N)NO. Drug 2: CCC1(CC2CC(C3=C(CCN(C2)C1)C4=CC=CC=C4N3)(C5=C(C=C6C(=C5)C78CCN9C7C(C=CC9)(C(C(C8N6C)(C(=O)OC)O)OC(=O)C)CC)OC)C(=O)OC)O.OS(=O)(=O)O. Cell line: NCI-H460. Synergy scores: CSS=-2.90, Synergy_ZIP=1.32, Synergy_Bliss=-0.120, Synergy_Loewe=-2.88, Synergy_HSA=-2.73.